Task: Regression. Given a peptide amino acid sequence and an MHC pseudo amino acid sequence, predict their binding affinity value. This is MHC class I binding data.. Dataset: Peptide-MHC class I binding affinity with 185,985 pairs from IEDB/IMGT (1) The peptide sequence is FPVKPQVPL. The MHC is HLA-B40:01 with pseudo-sequence HLA-B40:01. The binding affinity (normalized) is 0. (2) The peptide sequence is LYNTVAVLY. The MHC is HLA-A26:01 with pseudo-sequence HLA-A26:01. The binding affinity (normalized) is 0.0847. (3) The peptide sequence is RSSPPIPMSR. The MHC is HLA-A68:01 with pseudo-sequence HLA-A68:01. The binding affinity (normalized) is 0.492. (4) The peptide sequence is MVLSIVSLF. The MHC is HLA-A23:01 with pseudo-sequence HLA-A23:01. The binding affinity (normalized) is 0.694. (5) The peptide sequence is TVRLPIHV. The MHC is H-2-Kb with pseudo-sequence H-2-Kb. The binding affinity (normalized) is 0.0232. (6) The peptide sequence is NTLISSDGA. The MHC is HLA-A68:02 with pseudo-sequence HLA-A68:02. The binding affinity (normalized) is 0.0626. (7) The peptide sequence is EYQKTKNNDW. The MHC is HLA-A23:01 with pseudo-sequence HLA-A23:01. The binding affinity (normalized) is 0.0365.